This data is from Reaction yield outcomes from USPTO patents with 853,638 reactions. The task is: Predict the reaction yield, written as a fraction of the theoretical maximum amount of product (1.0 means a 100% yield; for example, 0.34 means a 34% yield). (1) The reactants are [CH2:1]([O:3][CH:4]([O:31][CH2:32][CH3:33])[CH2:5][O:6][C@H:7]([CH:29]=[CH2:30])[C@H:8]([C@@H:17]([O:19][CH2:20][C:21]1[CH:26]=[CH:25][C:24]([O:27][CH3:28])=[CH:23][CH:22]=1)[CH3:18])[CH2:9][C:10]1[CH:15]=[CH:14][C:13]([F:16])=[CH:12][CH:11]=1)[CH3:2].B1[CH:39]2[CH2:40][CH2:41][CH2:42][CH:35]1CC[CH2:38]2.[O-]P([O-])([O-])=O.[K+].[K+].[K+].BrC1C=CC=CC=1.C(Cl)Cl. The catalyst is C1COCC1.C1C=CC(P(C2C=CC=CC=2)[C-]2C=CC=C2)=CC=1.C1C=CC(P(C2C=CC=CC=2)[C-]2C=CC=C2)=CC=1.Cl[Pd]Cl.[Fe+2].CN(C=O)C. The product is [CH2:1]([O:3][CH:4]([O:31][CH2:32][CH3:33])[CH2:5][O:6][C@H:7]([CH2:29][CH2:30][C:38]1[CH:39]=[CH:40][CH:41]=[CH:42][CH:35]=1)[C@H:8]([C@@H:17]([O:19][CH2:20][C:21]1[CH:22]=[CH:23][C:24]([O:27][CH3:28])=[CH:25][CH:26]=1)[CH3:18])[CH2:9][C:10]1[CH:15]=[CH:14][C:13]([F:16])=[CH:12][CH:11]=1)[CH3:2]. The yield is 0.850. (2) The reactants are [C:1](=[O:22])(OC1C=CC([N+]([O-])=O)=CC=1)[O:2][CH2:3][CH2:4][N:5]1[CH2:10][CH2:9][N:8]([CH3:11])[CH2:7][CH2:6]1.CCN(C(C)C)C(C)C.[CH2:32]1[C:41]2[C:36](=[CH:37][CH:38]=[CH:39][CH:40]=2)[CH2:35][CH2:34][NH:33]1. The catalyst is CN(C=O)C. The product is [CH2:32]1[C:41]2[C:36](=[CH:37][CH:38]=[CH:39][CH:40]=2)[CH2:35][CH2:34][N:33]1[C:1]([O:2][CH2:3][CH2:4][N:5]1[CH2:6][CH2:7][N:8]([CH3:11])[CH2:9][CH2:10]1)=[O:22]. The yield is 0.429. (3) The reactants are C([O:3][C:4](=[O:19])[CH2:5][CH:6]1[O:10][B:9]([OH:11])[C:8]2[CH:12]=[C:13]([O:17][CH3:18])[CH:14]=[C:15]([CH3:16])[C:7]1=2)C.[Li+].[OH-].Cl. The catalyst is C1COCC1.O. The product is [OH:11][B:9]1[C:8]2[CH:12]=[C:13]([O:17][CH3:18])[CH:14]=[C:15]([CH3:16])[C:7]=2[CH:6]([CH2:5][C:4]([OH:19])=[O:3])[O:10]1. The yield is 0.751. (4) The catalyst is CN(C)C=O. The yield is 0.610. The product is [CH3:7][O:8][CH2:9][O:10][C:11]1[CH:16]=[C:15]([O:17][CH2:18][O:19][CH3:20])[CH:14]=[CH:13][C:12]=1[O:21][CH2:23][CH2:24][CH3:25]. The reactants are C(=O)([O-])[O-].[K+].[K+].[CH3:7][O:8][CH2:9][O:10][C:11]1[CH:16]=[C:15]([O:17][CH2:18][O:19][CH3:20])[CH:14]=[CH:13][C:12]=1[OH:21].I[CH2:23][CH2:24][CH3:25]. (5) The reactants are [Br:1][C:2]1[CH:3]=[C:4]2[C:8](=[CH:9][CH:10]=1)[C:7]([OH:13])([C:11]#[N:12])[CH2:6][CH2:5]2.Cl.[CH3:15][CH2:16][OH:17]. No catalyst specified. The product is [Br:1][C:2]1[CH:3]=[C:4]2[C:8](=[CH:9][CH:10]=1)[C:7]([OH:13])([C:11](=[NH:12])[O:17][CH2:16][CH3:15])[CH2:6][CH2:5]2. The yield is 0.980. (6) The reactants are [F:1][C:2]1[CH:13]=[C:12]([F:14])[CH:11]=[C:10]([F:15])[C:3]=1[CH2:4][CH:5]([C:8]#[N:9])[C:6]#[N:7].[H-].[Na+].Br[CH2:19][CH2:20][C:21]([F:24])([F:23])[F:22]. The catalyst is CN(C)C=O. The product is [F:1][C:2]1[CH:13]=[C:12]([F:14])[CH:11]=[C:10]([F:15])[C:3]=1[CH2:4][C:5]([CH2:19][CH2:20][C:21]([F:24])([F:23])[F:22])([C:8]#[N:9])[C:6]#[N:7]. The yield is 0.100. (7) The reactants are [CH:1]1[C:13]2[C:12](=O)[C:11]3[C:6](=[CH:7][CH:8]=[CH:9][CH:10]=3)[C:5]=2[CH:4]=[CH:3][CH:2]=1.[H-].[Na+].[OH2:17].[CH2:18]1[CH2:22][O:21][CH2:20][CH2:19]1. No catalyst specified. The product is [CH2:20]([O:21][C:22](=[O:17])[CH:18]=[C:12]1[C:11]2[CH:10]=[CH:9][CH:8]=[CH:7][C:6]=2[C:5]2[C:13]1=[CH:1][CH:2]=[CH:3][CH:4]=2)[CH3:19]. The yield is 0.670.